This data is from Peptide-MHC class I binding affinity with 185,985 pairs from IEDB/IMGT. The task is: Regression. Given a peptide amino acid sequence and an MHC pseudo amino acid sequence, predict their binding affinity value. This is MHC class I binding data. (1) The peptide sequence is ESMMGSTAM. The MHC is HLA-A80:01 with pseudo-sequence HLA-A80:01. The binding affinity (normalized) is 0.0847. (2) The peptide sequence is EQRRSTIFDI. The MHC is HLA-A02:03 with pseudo-sequence HLA-A02:03. The binding affinity (normalized) is 0.136. (3) The peptide sequence is MLKLRQARL. The MHC is HLA-B57:01 with pseudo-sequence HLA-B57:01. The binding affinity (normalized) is 0.0847. (4) The peptide sequence is IVYEAADAI. The MHC is Patr-B0101 with pseudo-sequence Patr-B0101. The binding affinity (normalized) is 0.537. (5) The MHC is HLA-B35:01 with pseudo-sequence HLA-B35:01. The peptide sequence is KTKPPLPSVKK. The binding affinity (normalized) is 0. (6) The peptide sequence is TMGAASITL. The MHC is HLA-A02:19 with pseudo-sequence HLA-A02:19. The binding affinity (normalized) is 0.508. (7) The peptide sequence is FSFGGFTFK. The MHC is HLA-A68:23 with pseudo-sequence HLA-A68:23. The binding affinity (normalized) is 0.714.